This data is from Experimentally validated miRNA-target interactions with 360,000+ pairs, plus equal number of negative samples. The task is: Binary Classification. Given a miRNA mature sequence and a target amino acid sequence, predict their likelihood of interaction. (1) The miRNA is hsa-miR-3197 with sequence GGAGGCGCAGGCUCGGAAAGGCG. The protein sequence of the target gene is MELSTVLLLLGLCSAGLVLGSEHETRLVAKLFEDYSSVVRPVEDHREIVQVTVGLQLIQLINVDEVNQIVTTNVRLKQQWVDYNLKWNPDDYGGVKKIHIPSEKIWRPDVVLYNNADGDFAIVKFTKVLLDYTGHITWTPPAIFKSYCEIIVTHFPFDEQNCSMKLGTWTYDGSVVAINPESDQPDLSNFMESGEWVIKEARGWKHWVFYSCCPTTPYLDITYHFVMQRLPLYFIVNVIIPCLLFSFLTSLVFYLPTDSGEKMTLSISVLLSLTVFLLVIVELIPSTSSAVPLIGKYMLF.... Result: 0 (no interaction). (2) The protein sequence of the target gene is MAQSINITELNLPQLEMLKNQLDQEVEFLSTSIAQLKVVQTKYVEAKDCLNVLNKSNEGKELLVPLTSSMYVPGKLHDVEHVLIDVGTGYYVEKTAEDAKDFFKRKIDFLTKQMEKIQPALQEKHAMKQAVMEMMSQKIQQLTALGAAQATAKA. Result: 0 (no interaction). The miRNA is hsa-miR-1233-3p with sequence UGAGCCCUGUCCUCCCGCAG. (3) The miRNA is hsa-miR-200b-3p with sequence UAAUACUGCCUGGUAAUGAUGA. The protein sequence of the target gene is MAENVVEPGPPSAKRPKLSSPALSASASDGTDFGSLFDLEHDLPDELINSTELGLTNGGDINQLQTSLGMVQDAASKHKQLSELLRSGSSPNLNMGVGGPGQVMASQAQQSSPGLGLINSMVKSPMTQAGLTSPNMGMGTSGPNQGPTQSTGMMNSPVNQPAMGMNTGMNAGMNPGMLAAGNGQGIMPNQVMNGSIGAGRGRQNMQYPNPGMGSAGNLLTEPLQQGSPQMGGQTGLRGPQPLKMGMMNNPNPYGSPYTQNPGQQIGASGLGLQIQTKTVLSNNLSPFAMDKKAVPGGGMP.... Result: 1 (interaction).